Task: Predict the product of the given reaction.. Dataset: Forward reaction prediction with 1.9M reactions from USPTO patents (1976-2016) (1) Given the reactants [CH3:1][CH2:2][C@@:3]1([OH:27])[C:8](=[O:9])[O:7][CH2:6][C:5]2[C:10]([N:12]3[C:16](=[CH:17][C:4]1=2)[C:15]1[N:18]=[C:19]2[C:24](=[CH:25][C:14]=1[CH2:13]3)[C:23]([Br:26])=[CH:22][CH:21]=[CH:20]2)=[O:11].[C:28](N1C=CN=C1)([N:30]1[CH:34]=[CH:33][N:32]=[CH:31]1)=[O:29], predict the reaction product. The product is: [N:30]1([C:28]([O:27][C@@:3]2([CH2:2][CH3:1])[C:4]3[CH:17]=[C:16]4[N:12]([CH2:13][C:14]5[C:15]4=[N:18][C:19]4[CH:20]=[CH:21][CH:22]=[C:23]([Br:26])[C:24]=4[CH:25]=5)[C:10](=[O:11])[C:5]=3[CH2:6][O:7][C:8]2=[O:9])=[O:29])[CH:34]=[CH:33][N:32]=[CH:31]1. (2) Given the reactants [CH3:1][C:2]1([CH3:16])[C:6]([CH3:8])([CH3:7])[O:5][B:4]([C:9]2[CH:10]=[C:11]([OH:15])[CH:12]=[CH:13][CH:14]=2)[O:3]1.[F:17][C:18]1[CH:19]=[C:20]([CH:23]=[CH:24][CH:25]=1)[CH2:21]Br.C([O-])([O-])=O.[Cs+].[Cs+].CN(C=O)C, predict the reaction product. The product is: [F:17][C:18]1[CH:19]=[C:20]([CH:23]=[CH:24][CH:25]=1)[CH2:21][O:15][C:11]1[CH:10]=[C:9]([B:4]2[O:3][C:2]([CH3:16])([CH3:1])[C:6]([CH3:7])([CH3:8])[O:5]2)[CH:14]=[CH:13][CH:12]=1.